Dataset: Catalyst prediction with 721,799 reactions and 888 catalyst types from USPTO. Task: Predict which catalyst facilitates the given reaction. Reactant: C([O:3][C:4]([C:6]1[O:7][C:8]2[CH:14]=[CH:13][C:12]([S:15][CH3:16])=[CH:11][C:9]=2[CH:10]=1)=O)C.[BH4-].[Na+]. Product: [CH3:16][S:15][C:12]1[CH:13]=[CH:14][C:8]2[O:7][C:6]([CH2:4][OH:3])=[CH:10][C:9]=2[CH:11]=1. The catalyst class is: 14.